From a dataset of NCI-60 drug combinations with 297,098 pairs across 59 cell lines. Regression. Given two drug SMILES strings and cell line genomic features, predict the synergy score measuring deviation from expected non-interaction effect. (1) Drug 2: CC1=C(C=C(C=C1)NC(=O)C2=CC=C(C=C2)CN3CCN(CC3)C)NC4=NC=CC(=N4)C5=CN=CC=C5. Cell line: A498. Drug 1: C1=C(C(=O)NC(=O)N1)F. Synergy scores: CSS=44.4, Synergy_ZIP=-4.42, Synergy_Bliss=-11.8, Synergy_Loewe=-15.4, Synergy_HSA=-13.5. (2) Drug 1: C1=CC(=C2C(=C1NCCNCCO)C(=O)C3=C(C=CC(=C3C2=O)O)O)NCCNCCO. Drug 2: CCCCCOC(=O)NC1=NC(=O)N(C=C1F)C2C(C(C(O2)C)O)O. Cell line: EKVX. Synergy scores: CSS=14.4, Synergy_ZIP=2.97, Synergy_Bliss=4.16, Synergy_Loewe=-30.5, Synergy_HSA=1.86. (3) Drug 1: COC1=NC(=NC2=C1N=CN2C3C(C(C(O3)CO)O)O)N. Drug 2: C1CN1C2=NC(=NC(=N2)N3CC3)N4CC4. Cell line: UO-31. Synergy scores: CSS=19.2, Synergy_ZIP=-6.48, Synergy_Bliss=2.14, Synergy_Loewe=-15.9, Synergy_HSA=-0.894. (4) Drug 1: C1=CC(=CC=C1CC(C(=O)O)N)N(CCCl)CCCl.Cl. Drug 2: C1C(C(OC1N2C=NC(=NC2=O)N)CO)O. Cell line: SNB-19. Synergy scores: CSS=22.0, Synergy_ZIP=-5.77, Synergy_Bliss=-3.07, Synergy_Loewe=-17.2, Synergy_HSA=-3.15. (5) Drug 1: CN1CCC(CC1)COC2=C(C=C3C(=C2)N=CN=C3NC4=C(C=C(C=C4)Br)F)OC. Drug 2: CN(C(=O)NC(C=O)C(C(C(CO)O)O)O)N=O. Cell line: MCF7. Synergy scores: CSS=2.85, Synergy_ZIP=-2.50, Synergy_Bliss=-4.39, Synergy_Loewe=-11.5, Synergy_HSA=-4.84. (6) Drug 1: CC1OCC2C(O1)C(C(C(O2)OC3C4COC(=O)C4C(C5=CC6=C(C=C35)OCO6)C7=CC(=C(C(=C7)OC)O)OC)O)O. Drug 2: COC1=CC(=CC(=C1O)OC)C2C3C(COC3=O)C(C4=CC5=C(C=C24)OCO5)OC6C(C(C7C(O6)COC(O7)C8=CC=CS8)O)O. Cell line: DU-145. Synergy scores: CSS=56.0, Synergy_ZIP=1.83, Synergy_Bliss=-0.667, Synergy_Loewe=-2.04, Synergy_HSA=3.25. (7) Drug 1: C#CCC(CC1=CN=C2C(=N1)C(=NC(=N2)N)N)C3=CC=C(C=C3)C(=O)NC(CCC(=O)O)C(=O)O. Drug 2: C1CNP(=O)(OC1)N(CCCl)CCCl. Cell line: NCI/ADR-RES. Synergy scores: CSS=-5.71, Synergy_ZIP=5.49, Synergy_Bliss=3.47, Synergy_Loewe=-3.36, Synergy_HSA=-3.36. (8) Drug 1: CC1OCC2C(O1)C(C(C(O2)OC3C4COC(=O)C4C(C5=CC6=C(C=C35)OCO6)C7=CC(=C(C(=C7)OC)O)OC)O)O. Drug 2: C1=CC=C(C(=C1)C(C2=CC=C(C=C2)Cl)C(Cl)Cl)Cl. Cell line: COLO 205. Synergy scores: CSS=56.3, Synergy_ZIP=-0.306, Synergy_Bliss=0.797, Synergy_Loewe=-27.6, Synergy_HSA=1.62. (9) Drug 1: CS(=O)(=O)C1=CC(=C(C=C1)C(=O)NC2=CC(=C(C=C2)Cl)C3=CC=CC=N3)Cl. Cell line: UACC62. Drug 2: CC(C)NC(=O)C1=CC=C(C=C1)CNNC.Cl. Synergy scores: CSS=-0.0985, Synergy_ZIP=0.161, Synergy_Bliss=0.0784, Synergy_Loewe=-2.06, Synergy_HSA=-1.81.